This data is from Forward reaction prediction with 1.9M reactions from USPTO patents (1976-2016). The task is: Predict the product of the given reaction. (1) Given the reactants [NH2:1][C:2]1[S:3][C:4]2[CH:10]=[CH:9][CH:8]=[CH:7][C:5]=2[N:6]=1.N1C=CC=CC=1.Cl[C:18]([O:20][CH2:21][C:22]([Cl:25])([Cl:24])[Cl:23])=[O:19].O, predict the reaction product. The product is: [S:3]1[C:4]2[CH:10]=[CH:9][CH:8]=[CH:7][C:5]=2[N:6]=[C:2]1[NH:1][C:18](=[O:19])[O:20][CH2:21][C:22]([Cl:25])([Cl:24])[Cl:23]. (2) Given the reactants [C@@H:1]12[CH2:7][C@@H:4]([CH2:5][CH2:6]1)[CH2:3][C@H:2]2[C:8]([NH:10][C:11]1[S:12][C:13]([CH2:19][CH2:20][CH2:21][Cl:22])=[C:14]([Br:18])[C:15]=1[C:16]#[N:17])=[O:9].[CH3:23][NH:24][C:25]1[CH:30]=[CH:29][C:28]([CH3:31])=[CH:27][CH:26]=1.Cl, predict the reaction product. The product is: [ClH:22].[C@@H:1]12[CH2:7][C@@H:4]([CH2:5][CH2:6]1)[CH2:3][C@H:2]2[C:8]([NH:10][C:11]1[S:12][C:13]([CH2:19][CH2:20][CH2:21][N:24]([CH3:23])[C:25]2[CH:30]=[CH:29][C:28]([CH3:31])=[CH:27][CH:26]=2)=[C:14]([Br:18])[C:15]=1[C:16]#[N:17])=[O:9]. (3) Given the reactants [F:1][CH:2]1[C:8](=[O:9])[CH2:7][CH2:6][N:5]([C:10]([O:12][C:13]([CH3:16])([CH3:15])[CH3:14])=[O:11])[CH2:4][CH2:3]1.CCC(C)[BH-](C(C)CC)C(C)CC.[Li+].[OH-].[Na+].OO, predict the reaction product. The product is: [F:1][C@H:2]1[C@H:8]([OH:9])[CH2:7][CH2:6][N:5]([C:10]([O:12][C:13]([CH3:16])([CH3:15])[CH3:14])=[O:11])[CH2:4][CH2:3]1. (4) Given the reactants [CH2:1]1C[C@H]2[NH2][Pt:8]3([O:15][C:13](=[O:14])[C:11](=[O:12])[O:10]3)[NH2][C@@H]2CC1.[CH:16]1[C:21]([C:22]([NH:24][C@H:25]([C:31]([OH:33])=[O:32])[CH2:26][CH2:27][C:28]([OH:30])=[O:29])=[O:23])=[CH:20][CH:19]=[C:18]([NH:34][CH2:35][CH:36]2[N:41]([CH:42]=[O:43])[C:40]3[C:44]([N:46]=[C:47]([NH2:49])[NH:48][C:39]=3[NH:38][CH2:37]2)=[O:45])[CH:17]=1.[CH:50]1[NH:57][C:55](=[O:56])[NH:54][C:52](=[O:53])[C:51]=1[F:58], predict the reaction product. The product is: [CH2-:22][C@H:21]1[C@H:16]([CH2-:1])[CH2:17][CH2:18][CH2:19][CH2:20]1.[CH2:37]1[NH:38][C:39]2[NH:48][C:47]([NH2:49])=[N:46][C:44](=[O:45])[C:40]=2[N:41]([CH:42]=[O:43])[CH:36]1[CH2:35][NH:34][C:18]1[CH:17]=[CH:16][C:21]([C:22]([NH:24][C@H:25]([C:31]([OH:33])=[O:32])[CH2:26][CH2:27][C:28]([OH:30])=[O:29])=[O:23])=[CH:20][CH:19]=1.[CH:50]1[NH:57][C:55](=[O:56])[NH:54][C:52](=[O:53])[C:51]=1[F:58].[C:11]([OH:12])([C:13]([OH:15])=[O:14])=[O:10].[Pt+2:8]. (5) Given the reactants [C:1]([C:4]1[S:8][C:7]([N:9]2[CH2:14][CH2:13][N:12]([C:15]([O:17][C:18]([CH3:21])([CH3:20])[CH3:19])=[O:16])[CH2:11][CH2:10]2)=[N:6][CH:5]=1)([OH:3])=O.C1N=CN(C(N2C=NC=C2)=O)C=1.O[NH:35][C:36](=[NH:38])[CH3:37].ClCCCl.C(O)C, predict the reaction product. The product is: [CH3:37][C:36]1[N:38]=[C:1]([C:4]2[S:8][C:7]([N:9]3[CH2:14][CH2:13][N:12]([C:15]([O:17][C:18]([CH3:21])([CH3:20])[CH3:19])=[O:16])[CH2:11][CH2:10]3)=[N:6][CH:5]=2)[O:3][N:35]=1. (6) Given the reactants [Cl:1][C:2]1[CH:7]=[CH:6][C:5]([C:8]2[CH:13]=[CH:12][C:11]([S:14]([N:17]3[CH2:22][CH:21]([OH:23])[C:20]4[S:24][C:25]5[CH:30]=[CH:29][CH:28]=[CH:27][C:26]=5[C:19]=4[CH:18]3[C:31]([OH:33])=O)(=[O:16])=[O:15])=[CH:10][CH:9]=2)=[CH:4][CH:3]=1.ClC(OCC)=O.C(N1CCOCC1)C.C[Si](C)(C)[O:50][NH2:51], predict the reaction product. The product is: [OH:50][NH:51][C:31]([CH:18]1[C:19]2[C:26]3[CH:27]=[CH:28][CH:29]=[CH:30][C:25]=3[S:24][C:20]=2[CH:21]([OH:23])[CH2:22][N:17]1[S:14]([C:11]1[CH:12]=[CH:13][C:8]([C:5]2[CH:6]=[CH:7][C:2]([Cl:1])=[CH:3][CH:4]=2)=[CH:9][CH:10]=1)(=[O:16])=[O:15])=[O:33]. (7) Given the reactants [Cl:1][C:2]1[CH:3]=[C:4]2[C:9](=[CH:10][C:11]=1[C:12](O)=[O:13])[N:8]=[CH:7][N:6]=[C:5]2[NH:15][CH:16]([C:18]1[NH:22][C:21]2[CH:23]=[CH:24][C:25]([Cl:27])=[CH:26][C:20]=2[N:19]=1)[CH3:17].FC1C(OC(N(C)C)=[N+](C)C)=C(F)C(F)=C(F)C=1F.F[P-](F)(F)(F)(F)F.C(N(C(C)C)CC)(C)C.[CH3:63][N:64]([CH3:73])[CH2:65][CH2:66][CH:67]1[CH2:72][CH2:71][CH2:70][CH2:69][NH:68]1, predict the reaction product. The product is: [Cl:1][C:2]1[CH:3]=[C:4]2[C:9](=[CH:10][C:11]=1[C:12]([N:68]1[CH2:69][CH2:70][CH2:71][CH2:72][CH:67]1[CH2:66][CH2:65][N:64]([CH3:63])[CH3:73])=[O:13])[N:8]=[CH:7][N:6]=[C:5]2[NH:15][CH:16]([C:18]1[NH:22][C:21]2[CH:23]=[CH:24][C:25]([Cl:27])=[CH:26][C:20]=2[N:19]=1)[CH3:17].